Task: Predict the product of the given reaction.. Dataset: Forward reaction prediction with 1.9M reactions from USPTO patents (1976-2016) (1) Given the reactants Cl[C:2]1[CH:7]=[N:6][NH:5][C:4](=[O:8])[CH:3]=1.C([Sn](CCCC)(CCCC)[C:14]1[C:19]([CH3:20])=[CH:18][CH:17]=[CH:16][N:15]=1)CCC.[Cl-].[Li+].C(OCC)(=O)C.O, predict the reaction product. The product is: [CH3:20][C:19]1[C:14]([C:2]2[CH:7]=[N:6][NH:5][C:4](=[O:8])[CH:3]=2)=[N:15][CH:16]=[CH:17][CH:18]=1. (2) Given the reactants [F:1][C:2]1[CH:9]=[CH:8][C:5]([CH2:6][OH:7])=[CH:4][CH:3]=1.[C:10](N1C=CN=C1)([N:12]1C=CN=C1)=[O:11].[CH2:22](N(CC)CC)C.[CH2:29]1[CH2:33]OC[CH2:30]1, predict the reaction product. The product is: [CH3:22][C:29](=[CH2:30])[CH2:33][NH:12][C:10](=[O:11])[O:7][CH2:6][C:5]1[CH:8]=[CH:9][C:2]([F:1])=[CH:3][CH:4]=1. (3) Given the reactants [NH2:1][C:2]1[C:3]([Cl:9])=[N:4][CH:5]=[N:6][C:7]=1Cl.[C:10]([N:18]=[C:19]=[S:20])(=[O:17])[C:11]1[CH:16]=[CH:15][CH:14]=[CH:13][CH:12]=1, predict the reaction product. The product is: [Cl:9][C:3]1[C:2]2[N:1]=[C:19]([NH:18][C:10](=[O:17])[C:11]3[CH:12]=[CH:13][CH:14]=[CH:15][CH:16]=3)[S:20][C:7]=2[N:6]=[CH:5][N:4]=1. (4) Given the reactants C(OC(=O)[NH:7][CH2:8][CH2:9][NH:10][C:11]1[C:12]2[C:20]3[CH2:21][CH2:22][CH2:23][CH2:24][C:19]=3[S:18][C:13]=2[N:14]=[C:15](Cl)[N:16]=1)(C)(C)C.O.[F:27][C:28]1[CH:29]=[N:30][CH:31]=[CH:32][C:33]=1B(O)O.C([O-])([O-])=O.[Na+].[Na+], predict the reaction product. The product is: [F:27][C:28]1[CH:29]=[N:30][CH:31]=[CH:32][C:33]=1[C:15]1[N:16]=[C:11]([NH:10][CH2:9][CH2:8][NH2:7])[C:12]2[C:20]3[CH2:21][CH2:22][CH2:23][CH2:24][C:19]=3[S:18][C:13]=2[N:14]=1. (5) Given the reactants [C:1]([C:3]1[CH:8]=[CH:7][C:6](B(O)O)=[CH:5][CH:4]=1)#[N:2].[C:12]([O-:15])([O-])=O.[Cs+].[Cs+].[CH:18](O)([CH3:20])[CH3:19], predict the reaction product. The product is: [OH:15][CH2:12][CH2:19][C@@H:18]1[CH2:20][C@H:1]1[C:3]1[CH:8]=[CH:7][C:6]([C:6]2[CH:7]=[CH:8][C:3]([C:1]#[N:2])=[CH:4][CH:5]=2)=[CH:5][CH:4]=1. (6) The product is: [CH2:1]([N:8]1[C:16]2[C:11](=[CH:12][C:13]([O:17][CH2:18][CH2:19][N:46]([CH2:47][CH3:48])[CH2:44][CH3:45])=[CH:14][CH:15]=2)[C:10]([S:31]([C:34]2[C:43]3[C:38](=[CH:39][CH:40]=[CH:41][CH:42]=3)[CH:37]=[CH:36][CH:35]=2)(=[O:33])=[O:32])=[N:9]1)[C:2]1[CH:7]=[CH:6][CH:5]=[CH:4][CH:3]=1. Given the reactants [CH2:1]([N:8]1[C:16]2[C:11](=[CH:12][C:13]([O:17][CH2:18][CH2:19]OS(C3C=CC(C)=CC=3)(=O)=O)=[CH:14][CH:15]=2)[C:10]([S:31]([C:34]2[C:43]3[C:38](=[CH:39][CH:40]=[CH:41][CH:42]=3)[CH:37]=[CH:36][CH:35]=2)(=[O:33])=[O:32])=[N:9]1)[C:2]1[CH:7]=[CH:6][CH:5]=[CH:4][CH:3]=1.[CH2:44]([NH:46][CH2:47][CH3:48])[CH3:45], predict the reaction product. (7) Given the reactants C([O:3][C:4](=[O:34])[CH2:5][CH2:6][C:7]1[CH:12]=[CH:11][C:10]([F:13])=[C:9]([F:14])[C:8]=1[O:15][CH2:16][C@H:17]([OH:33])[CH2:18][NH:19][C:20]([CH3:32])([CH3:31])[CH2:21][CH:22]1[CH2:30][C:29]2[C:24](=[CH:25][CH:26]=[CH:27][CH:28]=2)[CH2:23]1)C.[OH-].[Na+], predict the reaction product. The product is: [F:14][C:9]1[C:8]([O:15][CH2:16][C@H:17]([OH:33])[CH2:18][NH:19][C:20]([CH3:31])([CH3:32])[CH2:21][CH:22]2[CH2:23][C:24]3[C:29](=[CH:28][CH:27]=[CH:26][CH:25]=3)[CH2:30]2)=[C:7]([CH2:6][CH2:5][C:4]([OH:34])=[O:3])[CH:12]=[CH:11][C:10]=1[F:13]. (8) Given the reactants [F:1][C:2]1[CH:3]=[C:4]([C:7]([NH:9][CH2:10][C:11]2[CH:16]=[C:15]([C:17]3[CH:18]=[N:19][C:20]([C:23]([F:26])([F:25])[F:24])=[CH:21][CH:22]=3)[CH:14]=[C:13]([O:27][CH2:28][CH2:29][O:30][CH3:31])[N:12]=2)=[O:8])[NH:5][CH:6]=1.C(N(CC)CC)C.[F:39][C:40]1[CH:45]=[CH:44][C:43]([S:46](Cl)(=[O:48])=[O:47])=[CH:42][CH:41]=1, predict the reaction product. The product is: [F:1][C@H:2]1[CH2:6][N:5]([S:46]([C:43]2[CH:44]=[CH:45][C:40]([F:39])=[CH:41][CH:42]=2)(=[O:48])=[O:47])[C@H:4]([C:7]([NH:9][CH2:10][C:11]2[CH:16]=[C:15]([C:17]3[CH:18]=[N:19][C:20]([C:23]([F:25])([F:26])[F:24])=[CH:21][CH:22]=3)[CH:14]=[C:13]([O:27][CH2:28][CH2:29][O:30][CH3:31])[N:12]=2)=[O:8])[CH2:3]1.